Dataset: Forward reaction prediction with 1.9M reactions from USPTO patents (1976-2016). Task: Predict the product of the given reaction. (1) The product is: [CH3:1][N:2]1[C:6]([NH:7][C:8]([C:15]2[CH:16]=[CH:17][CH:18]=[CH:19][CH:20]=2)([C:21]2[CH:26]=[CH:25][CH:24]=[CH:23][CH:22]=2)[C:9]2[CH:10]=[CH:11][CH:12]=[CH:13][CH:14]=2)=[C:5]([NH:27][C:28]([N:37]2[CH2:41][CH2:40][C@@H:39]([NH:42][C:43](=[O:49])[O:44][C:45]([CH3:46])([CH3:48])[CH3:47])[CH2:38]2)=[O:29])[CH:4]=[N:3]1. Given the reactants [CH3:1][N:2]1[C:6]([NH:7][C:8]([C:21]2[CH:26]=[CH:25][CH:24]=[CH:23][CH:22]=2)([C:15]2[CH:20]=[CH:19][CH:18]=[CH:17][CH:16]=2)[C:9]2[CH:14]=[CH:13][CH:12]=[CH:11][CH:10]=2)=[C:5]([NH:27][C:28](=O)[O:29]C2C=CC=CC=2)[CH:4]=[N:3]1.[NH:37]1[CH2:41][CH2:40][C@@H:39]([NH:42][C:43](=[O:49])[O:44][C:45]([CH3:48])([CH3:47])[CH3:46])[CH2:38]1.C(N(C(C)C)C(C)C)C, predict the reaction product. (2) Given the reactants Cl[C:2]1[CH:11]=[C:10]([CH3:12])[C:9]2[C:4](=[CH:5][CH:6]=[CH:7][CH:8]=2)[N:3]=1.[NH:13]1[CH2:18][CH2:17][NH:16][CH2:15][CH2:14]1.C(=O)([O-])[O-].[K+].[K+], predict the reaction product. The product is: [CH3:12][C:10]1[C:9]2[C:4](=[CH:5][CH:6]=[CH:7][CH:8]=2)[N:3]=[C:2]([N:13]2[CH2:18][CH2:17][NH:16][CH2:15][CH2:14]2)[CH:11]=1. (3) Given the reactants [F:1][C:2]1[S:43][C:5]2[C:6](=[O:42])[N:7](COCC[Si](C)(C)C)[C:8]3[C:9]([CH3:33])=[CH:10][C:11]([O:31][CH3:32])=[C:12]([C:14]4[CH:19]=[CH:18][C:17]([C@@H:20]([CH3:30])[CH2:21][NH:22]C(=O)OC(C)(C)C)=[CH:16][CH:15]=4)[C:13]=3[C:4]=2[CH:3]=1.FC(F)(F)C(O)=O, predict the reaction product. The product is: [NH2:22][CH2:21][C@@H:20]([C:17]1[CH:18]=[CH:19][C:14]([C:12]2[C:13]3[C:4]4[CH:3]=[C:2]([F:1])[S:43][C:5]=4[C:6](=[O:42])[NH:7][C:8]=3[C:9]([CH3:33])=[CH:10][C:11]=2[O:31][CH3:32])=[CH:15][CH:16]=1)[CH3:30].